From a dataset of Full USPTO retrosynthesis dataset with 1.9M reactions from patents (1976-2016). Predict the reactants needed to synthesize the given product. Given the product [C:27]([C:24]1[CH:23]=[CH:22][C:21]([C:17]2[C:18]([CH3:20])=[CH:19][C:14]([O:13][CH:11]([C:8]3[S:7][C:6]([C:4]([OH:5])=[O:3])=[CH:10][CH:9]=3)[CH3:12])=[CH:15][C:16]=2[CH3:31])=[CH:26][CH:25]=1)([CH3:30])([CH3:28])[CH3:29], predict the reactants needed to synthesize it. The reactants are: C([O:3][C:4]([C:6]1[S:7][C:8]([CH:11]([O:13][C:14]2[CH:19]=[C:18]([CH3:20])[C:17]([C:21]3[CH:26]=[CH:25][C:24]([C:27]([CH3:30])([CH3:29])[CH3:28])=[CH:23][CH:22]=3)=[C:16]([CH3:31])[CH:15]=2)[CH3:12])=[CH:9][CH:10]=1)=[O:5])C.[OH-].[Li+].Cl.